From a dataset of Full USPTO retrosynthesis dataset with 1.9M reactions from patents (1976-2016). Predict the reactants needed to synthesize the given product. (1) Given the product [Cl:20][C:21]1[C:22]2[C:28]3[C:29](=[CH:30][CH:31]=[CH:32][CH:33]=3)[C:34](=[O:36])[C:23]=2[CH:24]=[C:25]([F:27])[CH:26]=1, predict the reactants needed to synthesize it. The reactants are: O=P12OP3(OP(OP(O3)(O1)=O)(=O)O2)=O.CS(O)(=O)=O.[Cl:20][C:21]1[CH:26]=[C:25]([F:27])[CH:24]=[CH:23][C:22]=1[C:28]1[C:29]([C:34]([OH:36])=O)=[CH:30][CH:31]=[CH:32][CH:33]=1. (2) Given the product [F:30][C:11]1[C:10](=[O:12])[N:9]([CH3:13])[C:8]([NH:14][C:15]2[CH:20]=[CH:19][C:18]([I:21])=[CH:17][C:16]=2[F:22])=[C:7]([C:23]([NH2:25])=[O:24])[C:6]=1[O:5][C:4]1[CH:26]=[CH:27][CH:28]=[C:2]([F:1])[C:3]=1[CH3:29], predict the reactants needed to synthesize it. The reactants are: [F:1][C:2]1[C:3]([CH3:29])=[C:4]([CH:26]=[CH:27][CH:28]=1)[O:5][C:6]1[C:7]([C:23]([NH2:25])=[O:24])=[C:8]([NH:14][C:15]2[CH:20]=[CH:19][C:18]([I:21])=[CH:17][C:16]=2[F:22])[N:9]([CH3:13])[C:10](=[O:12])[CH:11]=1.[F:30][B-](F)(F)F.F[B-](F)(F)F.ClC[N+]12CC[N+](F)(CC1)CC2. (3) Given the product [Br:9][C:6]1[C:7]([Cl:8])=[C:2]([C:23](=[O:29])[C:24]([O:26][CH2:27][CH3:28])=[O:25])[C:3]([CH3:11])=[N:4][C:5]=1[CH3:10], predict the reactants needed to synthesize it. The reactants are: Br[C:2]1[C:3]([CH3:11])=[N:4][C:5]([CH3:10])=[C:6]([Br:9])[C:7]=1[Cl:8].C([Mg]Cl)(C)C.C1COCC1.Cl[C:23](=[O:29])[C:24]([O:26][CH2:27][CH3:28])=[O:25].CCOCC.